Dataset: Forward reaction prediction with 1.9M reactions from USPTO patents (1976-2016). Task: Predict the product of the given reaction. (1) Given the reactants [NH2:1][C:2]1[CH:3]=[CH:4][C:5]([F:17])=[C:6]([C@:8]2([CH3:16])[C@@H:13]([F:14])[CH2:12][O:11][C:10]([NH2:15])=[N:9]2)[CH:7]=1.[F:18][CH:19]([F:30])[O:20][C:21]1[CH:22]=[CH:23][C:24]([C:27](O)=[O:28])=[N:25][CH:26]=1, predict the reaction product. The product is: [NH2:15][C:10]1[O:11][CH2:12][C@H:13]([F:14])[C@:8]([C:6]2[CH:7]=[C:2]([NH:1][C:27]([C:24]3[CH:23]=[CH:22][C:21]([O:20][CH:19]([F:30])[F:18])=[CH:26][N:25]=3)=[O:28])[CH:3]=[CH:4][C:5]=2[F:17])([CH3:16])[N:9]=1. (2) Given the reactants [OH:1][CH:2]1[CH2:7][CH2:6][N:5]([CH2:8][CH2:9][NH:10][C:11](=[O:46])[C@H:12]([CH3:45])[CH2:13][C@H:14]([OH:44])[C@@H:15]([NH:36]C(OC(C)(C)C)=O)[CH2:16][C@@H:17]([CH:33]([CH3:35])[CH3:34])[CH2:18][C:19]2[CH:24]=[CH:23][C:22]([O:25][CH3:26])=[C:21]([O:27][CH2:28][CH2:29][CH2:30][O:31][CH3:32])[CH:20]=2)[CH2:4][CH2:3]1.[ClH:47], predict the reaction product. The product is: [ClH:47].[ClH:47].[OH:1][CH:2]1[CH2:3][CH2:4][N:5]([CH2:8][CH2:9][NH:10][C:11](=[O:46])[C@H:12]([CH3:45])[CH2:13][C@H:14]([OH:44])[C@@H:15]([NH2:36])[CH2:16][C@@H:17]([CH:33]([CH3:35])[CH3:34])[CH2:18][C:19]2[CH:24]=[CH:23][C:22]([O:25][CH3:26])=[C:21]([O:27][CH2:28][CH2:29][CH2:30][O:31][CH3:32])[CH:20]=2)[CH2:6][CH2:7]1. (3) Given the reactants Cl[C:2]1[CH:3]=[C:4]([C:9]2[CH:13]=[C:12]([CH2:14][C:15]3[CH:20]=[CH:19][C:18]([CH2:21][O:22][C:23]4[CH:28]=[CH:27][CH:26]=[CH:25][N:24]=4)=[CH:17][CH:16]=3)[O:11][N:10]=2)[C:5]([NH2:8])=[N:6][CH:7]=1.C(O)=O.C(N(CC)C(C)C)(C)C.O, predict the reaction product. The product is: [N:24]1[CH:25]=[CH:26][CH:27]=[CH:28][C:23]=1[O:22][CH2:21][C:18]1[CH:19]=[CH:20][C:15]([CH2:14][C:12]2[O:11][N:10]=[C:9]([C:4]3[C:5]([NH2:8])=[N:6][CH:7]=[CH:2][CH:3]=3)[CH:13]=2)=[CH:16][CH:17]=1. (4) Given the reactants [Cl:1][C:2]1[CH:7]=[CH:6][C:5]([C:8](=O)[CH2:9][CH2:10][C:11]([OH:13])=[O:12])=[CH:4][C:3]=1[S:15](=[O:24])(=[O:23])[NH:16][CH:17]1[CH2:22][CH2:21][CH2:20][CH2:19][CH2:18]1.O.C1(C)C=CC(S(O)(=O)=O)=CC=1.[C:37]1([NH:43]N)[CH:42]=[CH:41][CH:40]=[CH:39][CH:38]=1.Cl, predict the reaction product. The product is: [Cl:1][C:2]1[CH:7]=[CH:6][C:5]([C:8]2[NH:43][C:37]3[C:42]([C:9]=2[CH2:10][C:11]([OH:13])=[O:12])=[CH:41][CH:40]=[CH:39][CH:38]=3)=[CH:4][C:3]=1[S:15](=[O:24])(=[O:23])[NH:16][CH:17]1[CH2:22][CH2:21][CH2:20][CH2:19][CH2:18]1. (5) Given the reactants [O:1]1[CH2:5][CH2:4][CH:3]([CH:6]=O)[CH2:2]1.[N+:8]([CH3:11])([O-:10])=[O:9].FC(F)(F)C(OC(=O)C(F)(F)F)=O.C(N(CC)CC)C, predict the reaction product. The product is: [N+:8](/[CH:11]=[CH:6]/[CH:3]1[CH2:4][CH2:5][O:1][CH2:2]1)([O-:10])=[O:9]. (6) Given the reactants [CH3:1][C:2]1[C:10]2[C:9](=O)[N:8]([CH:12]3[CH2:17][CH2:16][N:15]([CH3:18])[CH2:14][CH2:13]3)[C:7](=[O:19])[C:6]=2[CH:5]=[C:4]2[NH:20][C:21]([C:23]3[C:24](=[O:43])[NH:25][CH:26]=[CH:27][C:28]=3[NH:29][CH:30]([CH3:42])[CH2:31][C:32]3[C:37]([F:38])=[C:36]([F:39])[CH:35]=[C:34]([F:40])[C:33]=3[F:41])=[N:22][C:3]=12, predict the reaction product. The product is: [CH3:1][C:2]1[C:10]2[CH2:9][N:8]([CH:12]3[CH2:13][CH2:14][N:15]([CH3:18])[CH2:16][CH2:17]3)[C:7](=[O:19])[C:6]=2[CH:5]=[C:4]2[NH:20][C:21]([C:23]3[C:24](=[O:43])[NH:25][CH:26]=[CH:27][C:28]=3[NH:29][CH:30]([CH3:42])[CH2:31][C:32]3[C:33]([F:41])=[C:34]([F:40])[CH:35]=[C:36]([F:39])[C:37]=3[F:38])=[N:22][C:3]=12. (7) Given the reactants [Cl:1][C:2]1[CH:31]=[C:30]([Cl:32])[CH:29]=[CH:28][C:3]=1[O:4][C:5]1[CH:10]=[CH:9][CH:8]=[CH:7][C:6]=1[NH:11][S:12]([C:15]1[CH:27]=[CH:26][C:18]([C:19]([NH:21][CH2:22][C:23](O)=[O:24])=[O:20])=[CH:17][CH:16]=1)(=[O:14])=[O:13].[NH2:33][CH2:34][CH2:35][N:36](C)[C:37](=O)O.CN(C(ON1N=NC2C=CC=CC1=2)=[N+](C)C)C.F[P-](F)(F)(F)(F)F.C(N(CC)CC)C, predict the reaction product. The product is: [ClH:1].[Cl:1][C:2]1[CH:31]=[C:30]([Cl:32])[CH:29]=[CH:28][C:3]=1[O:4][C:5]1[CH:10]=[CH:9][CH:8]=[CH:7][C:6]=1[NH:11][S:12]([C:15]1[CH:16]=[CH:17][C:18]([C:19]([NH:21][CH2:22][C:23](=[O:24])[NH:33][CH2:34][CH2:35][NH:36][CH3:37])=[O:20])=[CH:26][CH:27]=1)(=[O:14])=[O:13].